From a dataset of Reaction yield outcomes from USPTO patents with 853,638 reactions. Predict the reaction yield, written as a fraction of the theoretical maximum amount of product (1.0 means a 100% yield; for example, 0.34 means a 34% yield). (1) The reactants are [CH2:1]([NH:4][C:5](=[O:16])[C:6]1[CH:11]=[CH:10][CH:9]=[C:8]([C:12]([F:15])([F:14])[F:13])[CH:7]=1)[C:2]#[CH:3].[OH-].[Na+]. The catalyst is S(=O)(=O)(O)O. The product is [CH3:3][C:2]1[O:16][C:5]([C:6]2[CH:11]=[CH:10][CH:9]=[C:8]([C:12]([F:14])([F:15])[F:13])[CH:7]=2)=[N:4][CH:1]=1. The yield is 0.970. (2) The reactants are [OH:1][C@@H:2]1[CH2:7][CH2:6][CH2:5][N:4]([CH:8]2[CH2:13][CH2:12][N:11]([C:14]([O:16][C:17]([CH3:20])([CH3:19])[CH3:18])=[O:15])[CH2:10][CH2:9]2)[C:3]1=[O:21].C(N(C(C)C)C(C)C)C.[CH3:31][S:32](Cl)(=[O:34])=[O:33].C([O-])(O)=O.[Na+]. The catalyst is C1COCC1.CCOC(C)=O. The product is [CH3:31][S:32]([O:1][C@@H:2]1[CH2:7][CH2:6][CH2:5][N:4]([CH:8]2[CH2:9][CH2:10][N:11]([C:14]([O:16][C:17]([CH3:18])([CH3:20])[CH3:19])=[O:15])[CH2:12][CH2:13]2)[C:3]1=[O:21])(=[O:34])=[O:33]. The yield is 0.540. (3) The yield is 0.680. The product is [CH2:1]([C:8]1[O:12][N:11]=[C:10]([C:13]2[CH:14]=[CH:15][C:16]([CH2:17][NH:18][C:19](=[O:61])[C@@H:20]([NH:43][C:44](=[O:60])[O:45][CH2:46][CH:47]3[C:59]4[CH:58]=[CH:57][CH:56]=[CH:55][C:54]=4[C:53]4[C:48]3=[CH:49][CH:50]=[CH:51][CH:52]=4)[CH2:21][CH2:22][OH:23])=[CH:62][CH:63]=2)[N:9]=1)[CH2:2][CH2:3][CH2:4][CH2:5][CH2:6][CH3:7]. The reactants are [CH2:1]([C:8]1[O:12][N:11]=[C:10]([C:13]2[CH:63]=[CH:62][C:16]([CH2:17][NH:18][C:19](=[O:61])[C@@H:20]([NH:43][C:44](=[O:60])[O:45][CH2:46][CH:47]3[C:59]4[CH:58]=[CH:57][CH:56]=[CH:55][C:54]=4[C:53]4[C:48]3=[CH:49][CH:50]=[CH:51][CH:52]=4)[CH2:21][CH2:22][O:23]C(C3C=CC=CC=3)(C3C=CC=CC=3)C3C=CC=CC=3)=[CH:15][CH:14]=2)[N:9]=1)[CH2:2][CH2:3][CH2:4][CH2:5][CH2:6][CH3:7].FC(F)(F)C(O)=O.N. The catalyst is ClCCl.CO.ClCCl. (4) The reactants are [C:1]([O:5][C:6]([N:8]1[CH2:13][CH2:12][CH:11]([C:14]2[CH:19]=[CH:18][C:17]([NH2:20])=[C:16](Br)[CH:15]=2)[CH2:10][CH2:9]1)=[O:7])([CH3:4])([CH3:3])[CH3:2].[C:22]1(B(O)O)[CH2:27][CH2:26][CH2:25][CH2:24][CH:23]=1.C([O-])([O-])=O.[Na+].[Na+].C(O)C. The catalyst is C1C=CC([P]([Pd]([P](C2C=CC=CC=2)(C2C=CC=CC=2)C2C=CC=CC=2)([P](C2C=CC=CC=2)(C2C=CC=CC=2)C2C=CC=CC=2)[P](C2C=CC=CC=2)(C2C=CC=CC=2)C2C=CC=CC=2)(C2C=CC=CC=2)C2C=CC=CC=2)=CC=1.CCOC(C)=O.C1(C)C=CC=CC=1. The product is [C:1]([O:5][C:6]([N:8]1[CH2:13][CH2:12][CH:11]([C:14]2[CH:19]=[CH:18][C:17]([NH2:20])=[C:16]([C:22]3[CH2:27][CH2:26][CH2:25][CH2:24][CH:23]=3)[CH:15]=2)[CH2:10][CH2:9]1)=[O:7])([CH3:4])([CH3:3])[CH3:2]. The yield is 0.850.